From a dataset of Forward reaction prediction with 1.9M reactions from USPTO patents (1976-2016). Predict the product of the given reaction. (1) Given the reactants [Cl:1][C:2]1[CH:7]=[C:6]([Cl:8])[CH:5]=[CH:4][C:3]=1[NH:9][NH2:10].C([O:13][C:14](=[O:28])[C:15](=O)[CH:16]([CH3:26])[C:17]([C:19]1[CH:24]=[CH:23][C:22]([Cl:25])=[CH:21][CH:20]=1)=O)C.[OH-].[Na+].O, predict the reaction product. The product is: [Cl:25][C:22]1[CH:21]=[CH:20][C:19]([C:17]2[N:9]([C:3]3[CH:4]=[CH:5][C:6]([Cl:8])=[CH:7][C:2]=3[Cl:1])[N:10]=[C:15]([C:14]([OH:28])=[O:13])[C:16]=2[CH3:26])=[CH:24][CH:23]=1. (2) Given the reactants FC(F)(F)S([O-])(=O)=O.[Br:9][C:10]1[CH:11]=[C:12]2[C:17](=[CH:18][CH:19]=1)[CH:16]=[N+:15]([CH3:20])[CH:14]=[CH:13]2.CC1C(Br)=C(O)C(Br)=CC=1C1(C2C=C(Br)C(O)=C(Br)C=2C)OS(=O)(=O)C2C=CC=CC1=2.[BH4-].[Na+].Cl.[OH-].[Na+], predict the reaction product. The product is: [Br:9][C:10]1[CH:11]=[C:12]2[C:17](=[CH:18][CH:19]=1)[CH2:16][N:15]([CH3:20])[CH2:14][CH2:13]2. (3) Given the reactants [OH:1][C:2]1[CH:9]=[CH:8][C:7]([O:10][CH3:11])=[CH:6][C:3]=1[CH:4]=O.Cl.[NH2:13]O.C([O-])=O.[Na+], predict the reaction product. The product is: [C:4]([C:3]1[CH:6]=[C:7]([O:10][CH3:11])[CH:8]=[CH:9][C:2]=1[OH:1])#[N:13]. (4) The product is: [CH2:32]([N:29]1[CH2:30][CH2:31][NH:26][CH:27]([C:39]([N:14]([CH2:13][C:4]2[CH:3]=[C:2]([Cl:1])[C:7]3[O:8][CH2:9][CH2:10][CH2:11][O:12][C:6]=3[CH:5]=2)[CH2:15][CH:16]([CH3:18])[CH3:17])=[O:40])[CH2:28]1)[C:33]1[CH:34]=[CH:35][CH:36]=[CH:37][CH:38]=1. Given the reactants [Cl:1][C:2]1[C:7]2[O:8][CH2:9][CH2:10][CH2:11][O:12][C:6]=2[CH:5]=[C:4]([CH2:13][NH:14][CH2:15][CH:16]([CH3:18])[CH3:17])[CH:3]=1.C(OC([N:26]1[CH2:31][CH2:30][N:29]([CH2:32][C:33]2[CH:38]=[CH:37][CH:36]=[CH:35][CH:34]=2)[CH2:28][CH:27]1[C:39](O)=[O:40])=O)(C)(C)C.Cl.C(N=C=NCCCN(C)C)C.CC1C=CN=C(N)C=1C, predict the reaction product.